This data is from Forward reaction prediction with 1.9M reactions from USPTO patents (1976-2016). The task is: Predict the product of the given reaction. (1) Given the reactants [Cl:1][C:2]1[CH:10]=[CH:9][C:8]([C:11]2[S:12][C:13]3[CH:19]=[CH:18][C:17]([C:20](O)=[O:21])=[CH:16][C:14]=3[CH:15]=2)=[C:7]2[C:3]=1[CH2:4][NH:5][C:6]2=[O:23].CCN=C=NCCCN(C)C.C1C=C2N=NN(O)C2=CC=1.O.[OH:46][CH2:47][CH2:48][N:49]1[CH2:54][CH2:53][NH:52][CH2:51][CH2:50]1, predict the reaction product. The product is: [Cl:1][C:2]1[CH:10]=[CH:9][C:8]([C:11]2[S:12][C:13]3[CH:19]=[CH:18][C:17]([C:20]([N:52]4[CH2:53][CH2:54][N:49]([CH2:48][CH2:47][OH:46])[CH2:50][CH2:51]4)=[O:21])=[CH:16][C:14]=3[CH:15]=2)=[C:7]2[C:3]=1[CH2:4][NH:5][C:6]2=[O:23]. (2) Given the reactants [O:1]=[S:2]1(=[O:18])[NH:6][CH2:5][CH2:4][N:3]1[C:7]1[CH:17]=[CH:16][C:10]([C:11]([O:13]CC)=O)=[CH:9][CH:8]=1.[CH3:19][C:20]1[C:21]([N:27]2[CH2:32][CH2:31][NH:30][CH2:29][CH2:28]2)=[N:22][CH:23]=[C:24]([CH3:26])[CH:25]=1, predict the reaction product. The product is: [CH3:19][C:20]1[C:21]([N:27]2[CH2:28][CH2:29][N:30]([C:11]([C:10]3[CH:9]=[CH:8][C:7]([N:3]4[CH2:4][CH2:5][NH:6][S:2]4(=[O:1])=[O:18])=[CH:17][CH:16]=3)=[O:13])[CH2:31][CH2:32]2)=[N:22][CH:23]=[C:24]([CH3:26])[CH:25]=1.